Dataset: Forward reaction prediction with 1.9M reactions from USPTO patents (1976-2016). Task: Predict the product of the given reaction. (1) The product is: [F:27][C:28]1[CH:33]=[C:32]([F:34])[CH:31]=[CH:30][C:29]=1[C:2]1[CH:3]=[CH:4][C:5]([C@H:8]([N:10]2[CH2:15][CH2:14][C@@:13]([C:19]3[CH:20]=[CH:21][C:22]([F:25])=[CH:23][CH:24]=3)([CH2:16][CH2:17][OH:18])[O:12][C:11]2=[O:26])[CH3:9])=[CH:6][CH:7]=1. Given the reactants Br[C:2]1[CH:7]=[CH:6][C:5]([C@H:8]([N:10]2[CH2:15][CH2:14][C@@:13]([C:19]3[CH:24]=[CH:23][C:22]([F:25])=[CH:21][CH:20]=3)([CH2:16][CH2:17][OH:18])[O:12][C:11]2=[O:26])[CH3:9])=[CH:4][CH:3]=1.[F:27][C:28]1[CH:33]=[C:32]([F:34])[CH:31]=[CH:30][C:29]=1B(O)O, predict the reaction product. (2) Given the reactants C([O:3][C:4]([C:6]1[NH:7][C:8]([CH:12]=[C:13]2[C:21]3[C:16](=[CH:17][CH:18]=[C:19]([Cl:22])[CH:20]=3)[NH:15][C:14]2=[O:23])=[C:9]([CH3:11])[CH:10]=1)=[O:5])C.[OH-].[K+], predict the reaction product. The product is: [Cl:22][C:19]1[CH:20]=[C:21]2[C:16](=[CH:17][CH:18]=1)[NH:15][C:14](=[O:23])[C:13]2=[CH:12][C:8]1[NH:7][C:6]([C:4]([OH:5])=[O:3])=[CH:10][C:9]=1[CH3:11]. (3) The product is: [C:13]([O:12][C:11]([NH:10][C:4]1[C:3]([Cl:18])=[C:2]([N:27]2[CH2:26][CH2:25][N:24]([C:29]([O:31][C:32]([CH3:33])([CH3:34])[CH3:35])=[O:30])[CH:23]([C:21](=[O:22])[N:20]([CH3:36])[CH3:19])[CH2:28]2)[CH:7]=[C:6]([C:8]#[N:9])[CH:5]=1)=[O:17])([CH3:16])([CH3:15])[CH3:14]. Given the reactants Br[C:2]1[C:3]([Cl:18])=[C:4]([NH:10][C:11](=[O:17])[O:12][C:13]([CH3:16])([CH3:15])[CH3:14])[CH:5]=[C:6]([C:8]#[N:9])[CH:7]=1.[CH3:19][N:20]([CH3:36])[C:21]([CH:23]1[CH2:28][NH:27][CH2:26][CH2:25][N:24]1[C:29]([O:31][C:32]([CH3:35])([CH3:34])[CH3:33])=[O:30])=[O:22].C1C=CC(P(C2C(C3C(P(C4C=CC=CC=4)C4C=CC=CC=4)=CC=C4C=3C=CC=C4)=C3C(C=CC=C3)=CC=2)C2C=CC=CC=2)=CC=1.C([O-])([O-])=O.[Cs+].[Cs+], predict the reaction product. (4) Given the reactants [N+:1]([C:4]1C=[CH:12][CH:11]=[C:10]2[C:5]=1[CH:6]=CN=[C:9]2[NH:14][C:15]1[CH:20]=[CH:19][CH:18]=[C:17]([C:21]([F:24])([F:23])[F:22])[CH:16]=1)([O-])=O.[NH4+:25].[Cl-].[CH3:27][CH2:28]O.O, predict the reaction product. The product is: [F:22][C:21]([F:24])([F:23])[C:17]1[CH:16]=[C:15]([NH:14][C:9]2[C:10]3[CH:11]=[CH:12][N:25]=[C:4]([NH2:1])[C:5]=3[CH:6]=[CH:27][CH:28]=2)[CH:20]=[CH:19][CH:18]=1. (5) Given the reactants I[C:2]1[CH:3]=[C:4]([C:20]([O:22]CC)=[O:21])[C:5](=[O:19])[N:6]([C:9]2[CH:14]=[CH:13][CH:12]=[C:11]([C:15]([F:18])([F:17])[F:16])[CH:10]=2)[C:7]=1[CH3:8].[CH:25]1(B(O)O)[CH2:27][CH2:26]1.P(C1CCCCC1)(C1CCCCC1)C1CCCCC1.[OH-].[Na+], predict the reaction product. The product is: [CH:25]1([C:2]2[CH:3]=[C:4]([C:20]([OH:22])=[O:21])[C:5](=[O:19])[N:6]([C:9]3[CH:14]=[CH:13][CH:12]=[C:11]([C:15]([F:17])([F:16])[F:18])[CH:10]=3)[C:7]=2[CH3:8])[CH2:27][CH2:26]1. (6) The product is: [F:1][C:2]1[CH:3]=[C:4]([CH:5]2[O:6][CH:21]=[N:20][CH:19]2[S:16]([C:13]2[CH:14]=[CH:15][C:10]([CH3:22])=[CH:11][CH:12]=2)(=[O:18])=[O:17])[CH:7]=[CH:8][CH:9]=1. Given the reactants [F:1][C:2]1[CH:3]=[C:4]([CH:7]=[CH:8][CH:9]=1)[CH:5]=[O:6].[C:10]1([CH3:22])[CH:15]=[CH:14][C:13]([S:16]([CH2:19][N+:20]#[C-:21])(=[O:18])=[O:17])=[CH:12][CH:11]=1.[C-]#N.[Na+], predict the reaction product.